From a dataset of Forward reaction prediction with 1.9M reactions from USPTO patents (1976-2016). Predict the product of the given reaction. (1) Given the reactants [Br:1][C:2]1[CH:3]=[N+:4]([O-:11])[CH:5]=[CH:6][C:7]=1[N+]([O-])=O.[O-:12][CH2:13][CH3:14].[Na+], predict the reaction product. The product is: [Br:1][C:2]1[CH:3]=[N+:4]([O-:11])[CH:5]=[CH:6][C:7]=1[O:12][CH2:13][CH3:14]. (2) The product is: [ClH:1].[Cl:18][C:19]1[CH:20]=[C:21]([NH:27][C@H:28]([CH2:37][NH:38][CH2:39][CH2:2][CH3:3])[CH2:29][C:30]([O:32][CH3:33])=[O:31])[CH:22]=[CH:23][C:24]=1[C:25]#[N:26]. Given the reactants [Cl:1][C:2]1C=C(N[C@H]2CC(=O)N(C)C2)C=C[C:3]=1C#N.[Cl:18][C:19]1[CH:20]=[C:21]([NH:27][C@H:28]([CH2:37][NH:38][CH3:39])[CH2:29][C:30]([O:32][C:33](C)(C)C)=[O:31])[CH:22]=[CH:23][C:24]=1[C:25]#[N:26], predict the reaction product. (3) Given the reactants [H-].[Na+].[C:3]([O:7][C:8]([NH:10][C@@H:11]1[CH2:16][CH2:15][CH2:14][N:13](/[C:17](=[N:33]/[C:34]#[N:35])/[N:18]([CH2:25][C:26]2[CH:31]=[CH:30][CH:29]=[CH:28][C:27]=2[Cl:32])[CH2:19][C:20]([O:22][CH2:23][CH3:24])=[O:21])[CH2:12]1)=[O:9])([CH3:6])([CH3:5])[CH3:4].O.[Cl-].[NH4+], predict the reaction product. The product is: [NH2:35][C:34]1[N:33]=[C:17]([N:13]2[CH2:14][CH2:15][CH2:16][C@@H:11]([NH:10][C:8]([O:7][C:3]([CH3:4])([CH3:5])[CH3:6])=[O:9])[CH2:12]2)[N:18]([CH2:25][C:26]2[CH:31]=[CH:30][CH:29]=[CH:28][C:27]=2[Cl:32])[C:19]=1[C:20]([O:22][CH2:23][CH3:24])=[O:21]. (4) The product is: [Cl:37][C:38]1[N:42]2[CH:43]=[C:44]([C:19]3[CH:20]=[CH:21][O:63][CH:18]=3)[CH:45]=[C:46]([C:47]([F:49])([F:48])[F:50])[C:41]2=[N:40][C:39]=1[C:56]([N:13]1[CH:11]2[CH2:10][CH2:9][CH:8]1[CH:7]=[C:6]([C:4]1[N:3]=[CH:2][S:1][CH:5]=1)[CH2:12]2)=[O:58]. Given the reactants [S:1]1[CH:5]=[C:4]([C:6]2[CH2:12][CH:11]3[NH:13][CH:8]([CH2:9][CH2:10]3)[CH:7]=2)[N:3]=[CH:2]1.C(Cl)CCl.[CH:18]1C=N[C:21]2N(O)N=N[C:20]=2[CH:19]=1.C(N(CC)C(C)C)(C)C.[Cl:37][C:38]1[N:42]2[CH:43]=[C:44](C3OC=CC=3)[CH:45]=[C:46]([C:47]([F:50])([F:49])[F:48])[C:41]2=[N:40][C:39]=1[C:56]([OH:58])=O.CN(C=[O:63])C, predict the reaction product. (5) The product is: [CH3:34][N:2]([CH3:1])[C:3]1[CH:4]=[C:5]([C:10]2[O:11][C:12]([CH3:33])=[C:13]([CH2:15][CH2:16][O:17][C:18]3[CH:19]=[C:20]4[C:24](=[CH:25][CH:26]=3)[C@H:23]([CH2:27][C:28]([OH:30])=[O:29])[CH2:22][CH2:21]4)[N:14]=2)[CH:6]=[CH:7][C:8]=1[CH3:9]. Given the reactants [CH3:1][N:2]([CH3:34])[C:3]1[CH:4]=[C:5]([C:10]2[O:11][C:12]([CH3:33])=[C:13]([CH2:15][CH2:16][O:17][C:18]3[CH:19]=[C:20]4[C:24](=[CH:25][CH:26]=3)[C@H:23]([CH2:27][C:28]([O:30]CC)=[O:29])[CH2:22][CH2:21]4)[N:14]=2)[CH:6]=[CH:7][C:8]=1[CH3:9].[Li+].[OH-].O, predict the reaction product. (6) Given the reactants [CH2:1]([O:3][C:4]1[CH:9]=[CH:8][C:7]([C:10](=[O:16])[CH2:11][CH2:12][C:13]([OH:15])=O)=[CH:6][C:5]=1[CH2:17][CH2:18][CH3:19])[CH3:2].[CH2:20]([C:27]1[S:31][C:30]([NH2:32])=[CH:29][C:28]=1[C:33]1[CH:38]=[CH:37][CH:36]=[CH:35][CH:34]=1)[C:21]1[CH:26]=[CH:25][CH:24]=[CH:23][CH:22]=1.CCN=C=NCCCN(C)C.C1C=CC2N(O)N=NC=2C=1, predict the reaction product. The product is: [CH2:20]([C:27]1[S:31][C:30]([NH:32][C:13](=[O:15])[CH2:12][CH2:11][C:10]([C:7]2[CH:8]=[CH:9][C:4]([O:3][CH2:1][CH3:2])=[C:5]([CH2:17][CH2:18][CH3:19])[CH:6]=2)=[O:16])=[CH:29][C:28]=1[C:33]1[CH:38]=[CH:37][CH:36]=[CH:35][CH:34]=1)[C:21]1[CH:22]=[CH:23][CH:24]=[CH:25][CH:26]=1.